Dataset: Forward reaction prediction with 1.9M reactions from USPTO patents (1976-2016). Task: Predict the product of the given reaction. (1) The product is: [C:9]([C:8]1[CH:12]=[C:13]([C:15]([O:17][CH2:18][CH3:19])=[O:16])[CH:14]=[C:6]([CH:7]=1)[C:4]([O:3][CH2:1][CH3:2])=[O:5])(=[O:10])[NH2:20]. Given the reactants [CH2:1]([O:3][C:4]([C:6]1[CH:7]=[C:8]([CH:12]=[C:13]([C:15]([O:17][CH2:18][CH3:19])=[O:16])[CH:14]=1)[C:9](O)=[O:10])=[O:5])[CH3:2].[N:20]1C=CC=CC=1.CC(OC(OC(OC(C)(C)C)=O)=O)(C)C.CCOC(C)=O, predict the reaction product. (2) Given the reactants Cl[C:2]1[CH:7]=[C:6]([O:8][C:9]2[C:18]3[C:13](=[CH:14][CH:15]=[CH:16][CH:17]=3)[C:12]([NH2:19])=[CH:11][CH:10]=2)[CH:5]=[CH:4][N:3]=1.[NH2:20][C:21]1[CH:26]=[CH:25][CH:24]=[CH:23][CH:22]=1.Cl.O1CCOCC1, predict the reaction product. The product is: [NH2:19][C:12]1[C:13]2[C:18](=[CH:17][CH:16]=[CH:15][CH:14]=2)[C:9]([O:8][C:6]2[CH:5]=[CH:4][N:3]=[C:2]([NH:20][C:21]3[CH:26]=[CH:25][CH:24]=[CH:23][CH:22]=3)[CH:7]=2)=[CH:10][CH:11]=1.